Predict which catalyst facilitates the given reaction. From a dataset of Catalyst prediction with 721,799 reactions and 888 catalyst types from USPTO. (1) Reactant: [F:1][C:2]1[CH:26]=[CH:25][C:5]([CH2:6][N:7]2[C:15]3[CH2:16][NH:17][CH:18]([C:22](O)=[O:23])[C:19]([CH3:21])([CH3:20])[C:14]=3[C:13]3[C:8]2=[N:9][CH:10]=[CH:11][CH:12]=3)=[CH:4][CH:3]=1.[C:27]([O:31][C:32](N1C(C(O)=O)C(C)(C)C2C3C(=CC=CC=3)NC=2C1)=[O:33])([CH3:30])([CH3:29])[CH3:28].[CH3:52][CH2:53][N:54]([CH2:57]C)CC.CC(C)=[O:61]. Product: [F:1][C:2]1[CH:26]=[CH:25][C:5]([CH2:6][N:7]2[C:15]3[CH2:16][N:17]4[CH:18]([C:22](=[O:23])[N:54]([CH2:53][CH2:52][C:32]([O:31][C:27]([CH3:28])([CH3:29])[CH3:30])=[O:33])[C:57]4=[O:61])[C:19]([CH3:20])([CH3:21])[C:14]=3[C:13]3[CH:12]=[CH:11][CH:10]=[N:9][C:8]2=3)=[CH:4][CH:3]=1. The catalyst class is: 58. (2) Reactant: [C:1]([C:3]1[N:8]=[CH:7][C:6]([NH:9][C@H:10]([CH2:14][CH:15]([CH3:17])[CH3:16])[C:11]([NH2:13])=[O:12])=[CH:5][C:4]=1[NH:18][C:19]1[CH:20]=[C:21]2[C:26](=[CH:27][CH:28]=1)[N:25]=[CH:24][CH:23]=[CH:22]2)#[N:2].[OH-].[Na+].OO.CC(O)=[O:35]. Product: [NH2:13][C:11](=[O:12])[C@H:10]([NH:9][C:6]1[CH:5]=[C:4]([NH:18][C:19]2[CH:20]=[C:21]3[C:26](=[CH:27][CH:28]=2)[N:25]=[CH:24][CH:23]=[CH:22]3)[C:3]([C:1]([NH2:2])=[O:35])=[N:8][CH:7]=1)[CH2:14][CH:15]([CH3:17])[CH3:16]. The catalyst class is: 593. (3) Reactant: [Cl:1][C:2]1[CH:28]=[CH:27][CH:26]=[CH:25][C:3]=1[C:4]([NH:6][C:7]1[CH:12]=[CH:11][C:10]([C:13]2[N:17]([CH3:18])[N:16]=[C:15]([C:19]([F:22])([F:21])[F:20])[CH:14]=2)=[CH:9][C:8]=1[O:23]C)=[O:5].B(Br)(Br)Br. Product: [Cl:1][C:2]1[CH:28]=[CH:27][CH:26]=[CH:25][C:3]=1[C:4]([NH:6][C:7]1[CH:12]=[CH:11][C:10]([C:13]2[N:17]([CH3:18])[N:16]=[C:15]([C:19]([F:20])([F:22])[F:21])[CH:14]=2)=[CH:9][C:8]=1[OH:23])=[O:5]. The catalyst class is: 2.